From a dataset of Reaction yield outcomes from USPTO patents with 853,638 reactions. Predict the reaction yield, written as a fraction of the theoretical maximum amount of product (1.0 means a 100% yield; for example, 0.34 means a 34% yield). (1) The reactants are Br[C:2]1[C:7](=[O:8])[N:6]2[C:9]([CH3:12])=[CH:10][S:11][C:5]2=[N:4][C:3]=1[C@@H:13]([NH:15][C:16](=[O:22])[O:17][C:18]([CH3:21])([CH3:20])[CH3:19])[CH3:14].[F:23][C:24]1[CH:25]=[C:26](B(O)O)[CH:27]=[CH:28][CH:29]=1.C(=O)([O-])[O-].[Na+].[Na+]. The catalyst is O1CCOCC1.O.C1C=CC([P]([Pd]([P](C2C=CC=CC=2)(C2C=CC=CC=2)C2C=CC=CC=2)([P](C2C=CC=CC=2)(C2C=CC=CC=2)C2C=CC=CC=2)[P](C2C=CC=CC=2)(C2C=CC=CC=2)C2C=CC=CC=2)(C2C=CC=CC=2)C2C=CC=CC=2)=CC=1. The product is [F:23][C:24]1[CH:29]=[C:28]([C:2]2[C:7](=[O:8])[N:6]3[C:9]([CH3:12])=[CH:10][S:11][C:5]3=[N:4][C:3]=2[C@@H:13]([NH:15][C:16](=[O:22])[O:17][C:18]([CH3:21])([CH3:20])[CH3:19])[CH3:14])[CH:27]=[CH:26][CH:25]=1. The yield is 0.760. (2) The reactants are [NH2:1][C:2]([C@@H:4]1[CH2:8][C:7](=[N:9][O:10][CH3:11])[CH2:6][N:5]1[C:12]([O:14]C(C)(C)C)=O)=[O:3].C(O)(C(F)(F)F)=O.C(N(CC)CC)C.[C:33]1([C:42]2[CH:47]=[CH:46][CH:45]=[CH:44][CH:43]=2)[CH:38]=[CH:37][C:36](C(Cl)=O)=[CH:35][CH:34]=1.Cl. The catalyst is C(Cl)Cl.C1(C)C=CC=CC=1.CO. The product is [C:33]1([C:42]2[CH:43]=[CH:44][CH:45]=[CH:46][CH:47]=2)[CH:38]=[CH:37][C:36]([C:12]([N:5]2[CH2:6][C:7](=[N:9][O:10][CH3:11])[CH2:8][C@H:4]2[C:2]([NH2:1])=[O:3])=[O:14])=[CH:35][CH:34]=1. The yield is 0.280.